Dataset: NCI-60 drug combinations with 297,098 pairs across 59 cell lines. Task: Regression. Given two drug SMILES strings and cell line genomic features, predict the synergy score measuring deviation from expected non-interaction effect. (1) Drug 1: CS(=O)(=O)OCCCCOS(=O)(=O)C. Drug 2: CC1C(C(CC(O1)OC2CC(CC3=C2C(=C4C(=C3O)C(=O)C5=C(C4=O)C(=CC=C5)OC)O)(C(=O)CO)O)N)O.Cl. Cell line: MALME-3M. Synergy scores: CSS=39.3, Synergy_ZIP=-3.09, Synergy_Bliss=-4.37, Synergy_Loewe=-38.8, Synergy_HSA=-3.80. (2) Drug 1: C1CCN(CC1)CCOC2=CC=C(C=C2)C(=O)C3=C(SC4=C3C=CC(=C4)O)C5=CC=C(C=C5)O. Drug 2: C1=CC(=CC=C1CCCC(=O)O)N(CCCl)CCCl. Cell line: NCI/ADR-RES. Synergy scores: CSS=45.3, Synergy_ZIP=4.63, Synergy_Bliss=2.73, Synergy_Loewe=3.17, Synergy_HSA=3.18. (3) Drug 1: CCC(=C(C1=CC=CC=C1)C2=CC=C(C=C2)OCCN(C)C)C3=CC=CC=C3.C(C(=O)O)C(CC(=O)O)(C(=O)O)O. Drug 2: CCCCCOC(=O)NC1=NC(=O)N(C=C1F)C2C(C(C(O2)C)O)O. Cell line: COLO 205. Synergy scores: CSS=0.0785, Synergy_ZIP=0.540, Synergy_Bliss=-0.841, Synergy_Loewe=-1.35, Synergy_HSA=-2.23. (4) Drug 1: CC1CCC2CC(C(=CC=CC=CC(CC(C(=O)C(C(C(=CC(C(=O)CC(OC(=O)C3CCCCN3C(=O)C(=O)C1(O2)O)C(C)CC4CCC(C(C4)OC)O)C)C)O)OC)C)C)C)OC. Drug 2: N.N.Cl[Pt+2]Cl. Cell line: COLO 205. Synergy scores: CSS=46.8, Synergy_ZIP=-7.20, Synergy_Bliss=0.00852, Synergy_Loewe=5.43, Synergy_HSA=6.93.